Dataset: Reaction yield outcomes from USPTO patents with 853,638 reactions. Task: Predict the reaction yield, written as a fraction of the theoretical maximum amount of product (1.0 means a 100% yield; for example, 0.34 means a 34% yield). The reactants are [CH:1]1([CH2:4][O:5][NH:6][C:7]([C:9]2[C:24]([NH:25][C:26]3[CH:31]=[CH:30][C:29]([Br:32])=[CH:28][C:27]=3[CH3:33])=[C:23]([F:34])[C:12]3[N:13]=[CH:14][N:15]([CH2:16][CH2:17][CH2:18][CH:19]([OH:22])CO)[C:11]=3[CH:10]=2)=[O:8])[CH2:3][CH2:2]1.C1COCC1.P([O-])([O-])([O-])=O.I([O-])(=O)(=O)=O.[Na+]. The catalyst is C(OCC)(=O)C. The product is [CH:1]1([CH2:4][O:5][NH:6][C:7]([C:9]2[C:24]([NH:25][C:26]3[CH:31]=[CH:30][C:29]([Br:32])=[CH:28][C:27]=3[CH3:33])=[C:23]([F:34])[C:12]3[N:13]=[CH:14][N:15]([CH2:16][CH2:17][CH2:18][CH:19]=[O:22])[C:11]=3[CH:10]=2)=[O:8])[CH2:3][CH2:2]1. The yield is 0.820.